Dataset: Catalyst prediction with 721,799 reactions and 888 catalyst types from USPTO. Task: Predict which catalyst facilitates the given reaction. (1) Reactant: [CH3:1][C:2]1[CH:7]=[C:6]([CH3:8])[CH:5]=[C:4]([CH3:9])[C:3]=1[N:10]=[C:11]=[O:12].[NH2:13][C:14]1[CH:19]=[C:18]([F:20])[CH:17]=[CH:16][C:15]=1[C:21]([NH:23][C@@H:24]([CH:29]1[CH2:34][CH2:33][CH2:32][CH2:31][CH2:30]1)[C:25]([O:27][CH3:28])=[O:26])=[O:22].CCCCCC.C(OCC)(=O)C. Product: [CH:29]1([C@H:24]([NH:23][C:21]([C:15]2[CH:16]=[CH:17][C:18]([F:20])=[CH:19][C:14]=2[NH:13][C:11]([NH:10][C:3]2[C:2]([CH3:1])=[CH:7][C:6]([CH3:8])=[CH:5][C:4]=2[CH3:9])=[O:12])=[O:22])[C:25]([O:27][CH3:28])=[O:26])[CH2:34][CH2:33][CH2:32][CH2:31][CH2:30]1. The catalyst class is: 17. (2) Reactant: [OH:1][C:2]1[CH:9]=[C:8]([O:10][CH3:11])[CH:7]=[CH:6][C:3]=1[CH:4]=[O:5].Br[CH2:13][CH2:14][CH2:15][CH2:16][CH2:17][CH2:18][CH2:19][CH2:20][CH2:21][CH2:22][CH2:23][CH2:24][CH2:25][CH2:26][CH2:27][CH2:28][CH2:29][CH2:30][CH2:31][CH2:32][CH2:33][CH3:34].C(=O)([O-])[O-].[K+].[K+].Cl. Product: [CH2:34]([O:1][C:2]1[CH:9]=[C:8]([O:10][CH3:11])[CH:7]=[CH:6][C:3]=1[CH2:4][OH:5])[CH2:33][CH2:32][CH2:31][CH2:30][CH2:29][CH2:28][CH2:27][CH2:26][CH2:25][CH2:24][CH2:23][CH2:22][CH2:21][CH2:20][CH2:19][CH2:18][CH2:17][CH2:16][CH2:15][CH2:14][CH3:13]. The catalyst class is: 794. (3) Reactant: [F:1][C:2]1[CH:3]=[CH:4][C:5]([C:32]([F:35])([F:34])[F:33])=[C:6]([CH:8]2[CH2:13][CH2:12][N:11]([C:14]([C:16]3[C:24]4[CH2:23][CH2:22][N:21](C(OC(C)(C)C)=O)[CH2:20][C:19]=4[NH:18][N:17]=3)=[O:15])[CH2:10][CH2:9]2)[CH:7]=1.[ClH:36]. Product: [ClH:36].[F:1][C:2]1[CH:3]=[CH:4][C:5]([C:32]([F:35])([F:33])[F:34])=[C:6]([CH:8]2[CH2:13][CH2:12][N:11]([C:14]([C:16]3[C:24]4[CH2:23][CH2:22][NH:21][CH2:20][C:19]=4[NH:18][N:17]=3)=[O:15])[CH2:10][CH2:9]2)[CH:7]=1. The catalyst class is: 158.